Dataset: Forward reaction prediction with 1.9M reactions from USPTO patents (1976-2016). Task: Predict the product of the given reaction. (1) Given the reactants Cl[C:2]1[CH:11]=[CH:10][C:9]([Cl:12])=[CH:8][C:3]=1[C:4]([O:6]C)=[O:5].[F:13][CH:14]([F:17])[CH2:15][NH2:16].C([O-])(=O)C.[K+].C(N(CC)CC)C, predict the reaction product. The product is: [Cl:12][C:9]1[CH:10]=[CH:11][C:2]([NH:16][CH2:15][CH:14]([F:17])[F:13])=[C:3]([CH:8]=1)[C:4]([OH:6])=[O:5]. (2) Given the reactants Cl[C:2]([O:4][CH3:5])=[O:3].[F:6][C:7]1[CH:12]=[CH:11][C:10]([O:13][CH2:14][C@@H:15]2[CH2:19][CH2:18][CH2:17][O:16]2)=[CH:9][C:8]=1[C:20]1[C:28]2[C:27]([NH2:29])=[N:26][CH:25]=[N:24][C:23]=2[N:22]([C@H:30]2[CH2:33][C@@H:32]([N:34]3[CH2:39][CH2:38][NH:37][CH2:36][CH2:35]3)[CH2:31]2)[CH:21]=1.C(N(CC)CC)C, predict the reaction product. The product is: [CH3:5][O:4][C:2]([N:37]1[CH2:36][CH2:35][N:34]([C@H:32]2[CH2:33][C@@H:30]([N:22]3[C:23]4[N:24]=[CH:25][N:26]=[C:27]([NH2:29])[C:28]=4[C:20]([C:8]4[CH:9]=[C:10]([O:13][CH2:14][C@@H:15]5[CH2:19][CH2:18][CH2:17][O:16]5)[CH:11]=[CH:12][C:7]=4[F:6])=[CH:21]3)[CH2:31]2)[CH2:39][CH2:38]1)=[O:3].